Predict the reactants needed to synthesize the given product. From a dataset of Full USPTO retrosynthesis dataset with 1.9M reactions from patents (1976-2016). (1) Given the product [Br:12][C:5]1[C:6]([C:8]([F:11])([F:9])[F:10])=[N:7][C:2]([NH2:1])=[N:3][CH:4]=1, predict the reactants needed to synthesize it. The reactants are: [NH2:1][C:2]1[N:7]=[C:6]([C:8]([F:11])([F:10])[F:9])[CH:5]=[CH:4][N:3]=1.[Br:12]N1C(=O)CCC1=O. (2) Given the product [CH3:15][N:7]([C:1]1[CH:6]=[CH:5][CH:4]=[CH:3][CH:2]=1)[C@H:8]([C:10]([O:12][CH2:13][CH3:14])=[O:11])[CH3:9], predict the reactants needed to synthesize it. The reactants are: [C:1]1([NH:7][C@H:8]([C:10]([O:12][CH2:13][CH3:14])=[O:11])[CH3:9])[CH:6]=[CH:5][CH:4]=[CH:3][CH:2]=1.[C:15](=O)([O-])[O-].[K+].[K+].IC. (3) The reactants are: [CH3:1][O:2][C:3]1[CH:4]=[C:5]2[C:10](=[CH:11][C:12]=1[O:13][CH3:14])[N:9]=[CH:8][CH:7]=[C:6]2[O:15][C:16]1[CH:22]=[CH:21][C:19]([NH2:20])=[CH:18][CH:17]=1.Cl[C:24](Cl)([O:26][C:27](=[O:33])OC(Cl)(Cl)Cl)Cl.[CH2:35](O)[CH2:36][CH2:37][CH2:38][CH2:39]C.C(=O)(O)[O-].[Na+]. Given the product [CH3:1][O:2][C:3]1[CH:4]=[C:5]2[C:10](=[CH:11][C:12]=1[O:13][CH3:14])[N:9]=[CH:8][CH:7]=[C:6]2[O:15][C:16]1[CH:22]=[CH:21][C:19]([NH:20][C:27](=[O:33])[O:26][CH2:24][CH2:35][CH2:36][CH2:37][CH2:38][CH3:39])=[CH:18][CH:17]=1, predict the reactants needed to synthesize it. (4) Given the product [NH2:11][C:10]1[N:8]([C:6]2[CH:5]=[CH:4][N:3]=[C:2]([Cl:1])[CH:7]=2)[N:9]=[C:13]([NH:21][C:22]2[CH:27]=[CH:26][C:25]([NH:28][C:29](=[O:31])[CH3:30])=[CH:24][CH:23]=2)[N:12]=1, predict the reactants needed to synthesize it. The reactants are: [Cl:1][C:2]1[CH:7]=[C:6]([NH:8][NH2:9])[CH:5]=[CH:4][N:3]=1.[C:10]([NH:12][C:13](=[N:21][C:22]1[CH:27]=[CH:26][C:25]([NH:28][C:29](=[O:31])[CH3:30])=[CH:24][CH:23]=1)OC1C=CC=CC=1)#[N:11].C(=O)(O)[O-].[Na+].C(#N)C.